Dataset: Reaction yield outcomes from USPTO patents with 853,638 reactions. Task: Predict the reaction yield, written as a fraction of the theoretical maximum amount of product (1.0 means a 100% yield; for example, 0.34 means a 34% yield). (1) The reactants are [CH3:1][CH:2]1[CH2:7][CH2:6][CH2:5][CH2:4][N:3]1[C:8]1[CH:13]=[CH:12][N:11]=[CH:10][C:9]=1[N+:14]([O-])=O.[H][H]. The catalyst is [Pd].CCO. The product is [CH3:1][CH:2]1[CH2:7][CH2:6][CH2:5][CH2:4][N:3]1[C:8]1[CH:13]=[CH:12][N:11]=[CH:10][C:9]=1[NH2:14]. The yield is 0.360. (2) The reactants are [NH2:1][C:2]1[O:6][N:5]=[C:4]([C:7]2[CH:12]=[CH:11][CH:10]=[CH:9][C:8]=2[Cl:13])[C:3]=1[C:14]([OH:16])=O.Cl.C(N=C=NCCCN(C)C)C.OC1C2N=NNC=2C=CC=1.[N:39]1([C:45]2[CH:50]=[CH:49][CH:48]=[CH:47][C:46]=2[OH:51])[CH2:44][CH2:43][NH:42][CH2:41][CH2:40]1. No catalyst specified. The product is [NH2:1][C:2]1[O:6][N:5]=[C:4]([C:7]2[CH:12]=[CH:11][CH:10]=[CH:9][C:8]=2[Cl:13])[C:3]=1[C:14]([N:42]1[CH2:41][CH2:40][N:39]([C:45]2[CH:50]=[CH:49][CH:48]=[CH:47][C:46]=2[OH:51])[CH2:44][CH2:43]1)=[O:16]. The yield is 0.710. (3) The reactants are [Br:1][C:2]1[CH:3]=[N:4][NH:5][CH:6]=1.C(O[K])(C)(C)C.F[C:14]1[CH:19]=[CH:18][C:17]([N+:20]([O-:22])=[O:21])=[CH:16][CH:15]=1. The catalyst is CS(C)=O. The product is [Br:1][C:2]1[CH:3]=[N:4][N:5]([C:14]2[CH:19]=[CH:18][C:17]([N+:20]([O-:22])=[O:21])=[CH:16][CH:15]=2)[CH:6]=1. The yield is 0.771. (4) The reactants are CC(C)(C)[C@H](NC(=O)[C@@H](NC)C)C(N1[C@H](C(N[C@H]2C3C(=CC=CC=3)CCC2)=O)CC2C(=CC(N[C@H]3C[C@@H](C(=O)N[C@H]4C5C(=CC=CC=5)CCC4)N(C(=O)[C@@H](NC(=O)[C@@H](NC)C)C(C)(C)C)C3)=CC=2)C1)=O.[C:71]([O:75][C:76]([N:78]1[C@H:82]([C:83]([O:85][CH3:86])=[O:84])[CH:81]=[C:80]([C:87]2[CH:96]=[C:95]3[C:90]([CH2:91][C@@H:92]([C:104]([O:106][CH3:107])=[O:105])[N:93]([C:97]([O:99][C:100]([CH3:103])([CH3:102])[CH3:101])=[O:98])[CH2:94]3)=[CH:89][CH:88]=2)[CH2:79]1)=[O:77])([CH3:74])([CH3:73])[CH3:72]. No catalyst specified. The product is [C:71]([O:75][C:76]([N:78]1[C@H:82]([C:83]([O:85][CH3:86])=[O:84])[CH2:81][C@H:80]([C:87]2[CH:96]=[C:95]3[C:90]([CH2:91][C@@H:92]([C:104]([O:106][CH3:107])=[O:105])[N:93]([C:97]([O:99][C:100]([CH3:102])([CH3:101])[CH3:103])=[O:98])[CH2:94]3)=[CH:89][CH:88]=2)[CH2:79]1)=[O:77])([CH3:74])([CH3:72])[CH3:73]. The yield is 0.880. (5) The reactants are Cl[C:2]1[N:7]=[CH:6][C:5]([S:8]([C:11]2[N:15]([C:16]3[CH:21]=[CH:20][CH:19]=[C:18]([F:22])[C:17]=3[CH3:23])[N:14]=[C:13]([CH2:24][N:25]([CH3:33])[C:26](=[O:32])[O:27][C:28]([CH3:31])([CH3:30])[CH3:29])[CH:12]=2)(=[O:10])=[O:9])=[CH:4][CH:3]=1.[CH3:34][Mg]Br.C(OCC)C.O. The catalyst is O1CCCC1.Cl[Ni]1(Cl)[P](C2C=CC=CC=2)(C2C=CC=CC=2)CCC[P]1(C1C=CC=CC=1)C1C=CC=CC=1. The product is [F:22][C:18]1[C:17]([CH3:23])=[C:16]([N:15]2[C:11]([S:8]([C:5]3[CH:6]=[N:7][C:2]([CH3:34])=[CH:3][CH:4]=3)(=[O:10])=[O:9])=[CH:12][C:13]([CH2:24][N:25]([CH3:33])[C:26](=[O:32])[O:27][C:28]([CH3:31])([CH3:30])[CH3:29])=[N:14]2)[CH:21]=[CH:20][CH:19]=1. The yield is 0.580.